Dataset: Reaction yield outcomes from USPTO patents with 853,638 reactions. Task: Predict the reaction yield, written as a fraction of the theoretical maximum amount of product (1.0 means a 100% yield; for example, 0.34 means a 34% yield). (1) The reactants are [CH:1]([Mg]Br)=[CH2:2].C1COCC1.[Br:10][C:11]1[CH:28]=[CH:27][C:14]([O:15][CH:16]2[CH2:19][N:18]([C:20]([O:22][C:23]([CH3:26])([CH3:25])[CH3:24])=[O:21])[CH2:17]2)=[CH:13][C:12]=1[N+:29]([O-])=O. No catalyst specified. The product is [Br:10][C:11]1[CH:28]=[CH:27][C:14]([O:15][CH:16]2[CH2:19][N:18]([C:20]([O:22][C:23]([CH3:26])([CH3:25])[CH3:24])=[O:21])[CH2:17]2)=[C:13]2[C:12]=1[NH:29][CH:2]=[CH:1]2. The yield is 0.439. (2) The reactants are [Si]([O:8][C:9]1[CH:18]=[CH:17][CH:16]=[C:15]2[C:10]=1[CH:11]=[CH:12][C:13]([NH2:19])=[CH:14]2)(C(C)(C)C)(C)C.CCN(C(C)C)C(C)C.[C:29](O[C:29]([C:31]([F:34])([F:33])[F:32])=[O:30])([C:31]([F:34])([F:33])[F:32])=[O:30].CCCC[N+](CCCC)(CCCC)CCCC.[F-]. The catalyst is ClCCl. The product is [F:32][C:31]([F:34])([F:33])[C:29]([NH:19][C:13]1[CH:12]=[CH:11][C:10]2[C:15](=[CH:16][CH:17]=[CH:18][C:9]=2[OH:8])[CH:14]=1)=[O:30]. The yield is 0.870. (3) The reactants are Br[C:2]1[C:11]2[C:6](=[CH:7][CH:8]=[CH:9][CH:10]=2)[C:5]([CH2:12][O:13][Si:14]([C:17]([CH3:20])([CH3:19])[CH3:18])([CH3:16])[CH3:15])=[CH:4][CH:3]=1.C(O[B:25]1[O:29][C:28]([CH3:31])([CH3:30])[C:27]([CH3:33])([CH3:32])[O:26]1)(C)C.[Li]CCCC. The catalyst is C1COCC1. The product is [C:17]([Si:14]([CH3:16])([CH3:15])[O:13][CH2:12][C:5]1[C:6]2[C:11](=[CH:10][CH:9]=[CH:8][CH:7]=2)[C:2]([B:25]2[O:29][C:28]([CH3:31])([CH3:30])[C:27]([CH3:33])([CH3:32])[O:26]2)=[CH:3][CH:4]=1)([CH3:20])([CH3:19])[CH3:18]. The yield is 0.790. (4) The reactants are [NH2:1][N:2]1[C:7](=[O:8])[C:6]([C:9]2[NH:14][C:13]3[CH:15]=[CH:16][CH:17]=[CH:18][C:12]=3[S:11](=[O:20])(=[O:19])[N:10]=2)=[C:5]([OH:21])[C:4]2[S:22][CH:23]=[CH:24][C:3]1=2.[O:25]1[CH:29]=[CH:28][C:27]([CH:30]=O)=[CH:26]1. The catalyst is CN(C)C(=O)C. The product is [O:19]=[S:11]1(=[O:20])[C:12]2[CH:18]=[CH:17][CH:16]=[CH:15][C:13]=2[NH:14][C:9]([C:6]2[C:7](=[O:8])[N:2]([N:1]=[CH:30][C:27]3[CH:28]=[CH:29][O:25][CH:26]=3)[C:3]3[CH:24]=[CH:23][S:22][C:4]=3[C:5]=2[OH:21])=[N:10]1. The yield is 0.870. (5) The reactants are C1C2C(COC([N:18]=[C:19]=[S:20])=O)C3C(=CC=CC=3)C=2C=CC=1.[CH2:21]([O:23][C:24]([CH:26]1[CH2:31][CH2:30][NH:29][CH2:28][CH2:27]1)=[O:25])[CH3:22].C(OCC)C. The catalyst is C(Cl)(Cl)Cl. The product is [CH2:21]([O:23][C:24]([CH:26]1[CH2:31][CH2:30][N:29]([C:19](=[S:20])[NH2:18])[CH2:28][CH2:27]1)=[O:25])[CH3:22]. The yield is 1.00. (6) The reactants are C([O:3][C:4](=[O:16])[CH2:5][CH2:6][C:7]1[CH:12]=[CH:11][C:10]([C:13]#[N:14])=[C:9]([OH:15])[CH:8]=1)C.[OH-].[Na+]. The catalyst is C(O)C.O. The product is [C:13]([C:10]1[CH:11]=[CH:12][C:7]([CH2:6][CH2:5][C:4]([OH:16])=[O:3])=[CH:8][C:9]=1[OH:15])#[N:14]. The yield is 0.984. (7) The reactants are CC1(C)[N:6]([C:7]([O:9][C:10]([CH3:13])([CH3:12])[CH3:11])=[O:8])[C@@H:5]([CH:14]=[CH2:15])[CH2:4][O:3]1.O.C1(C)C=CC(S(O)(=O)=O)=CC=1. The catalyst is CO.C([O-])(O)=O.[Na+]. The product is [C:10]([O:9][C:7](=[O:8])[NH:6][C@H:5]([CH2:4][OH:3])[CH:14]=[CH2:15])([CH3:13])([CH3:11])[CH3:12]. The yield is 0.760. (8) The reactants are [Br:1][C:2]1[C:7]([CH3:8])=[CH:6][C:5]([OH:9])=[C:4]([C:10]([CH3:13])([CH3:12])[CH3:11])[CH:3]=1.[CH2:14]([O:16]CC)C. The catalyst is ClCCl.[Ti](Cl)(Cl)(Cl)Cl. The product is [Br:1][C:2]1[C:7]([CH3:8])=[C:6]([C:5]([OH:9])=[C:4]([C:10]([CH3:13])([CH3:12])[CH3:11])[CH:3]=1)[CH:14]=[O:16]. The yield is 0.610.